From a dataset of Cav3 T-type calcium channel HTS with 100,875 compounds. Binary Classification. Given a drug SMILES string, predict its activity (active/inactive) in a high-throughput screening assay against a specified biological target. (1) The compound is O1CCN(CC1)CCNC(=O)c1noc(c1)c1c(OC)cccc1. The result is 0 (inactive). (2) The compound is Clc1c(N2CCc3c(sc(N(S(=O)(=O)C)S(=O)(=O)C)c3C(OC)=O)C2)ncc(c1)C(F)(F)F. The result is 0 (inactive). (3) The drug is O=C(c1c(N)c2c(nc1C)cccc2)C. The result is 0 (inactive). (4) The compound is S(=O)(=O)(N1CCCCCC1)c1c(C(C)C)ccc([N+]([O-])=O)c1. The result is 0 (inactive). (5) The molecule is Oc1c2CCCCc2[nH]c(=O)c1C(OC)=O. The result is 0 (inactive). (6) The drug is O=C1N(C(C(c2c1cccc2)C(=O)NCc1oc(cc1)C)c1c2c([nH]c1)cccc2)C. The result is 0 (inactive). (7) The molecule is Fc1cn(C(=O)NCCCCCC)c(=O)[nH]c1=O. The result is 0 (inactive). (8) The drug is FCCCOc1ccc(cc1)/C=N\NC(=O)c1c(OCC(F)(F)F)ccc(OCC(F)(F)F)c1. The result is 0 (inactive). (9) The compound is s1c2c(n(Cc3c(ccc(c3)C)C)c(=O)n(CCC(=O)NCc3occc3)c2=O)cc1. The result is 0 (inactive). (10) The drug is Clc1c(NC(=O)CS(=O)CC(=O)Nc2cc(ccc2)C(F)(F)F)cc(OC(C)C)c(Cl)c1. The result is 1 (active).